Regression. Given two drug SMILES strings and cell line genomic features, predict the synergy score measuring deviation from expected non-interaction effect. From a dataset of NCI-60 drug combinations with 297,098 pairs across 59 cell lines. (1) Drug 2: CN(CC1=CN=C2C(=N1)C(=NC(=N2)N)N)C3=CC=C(C=C3)C(=O)NC(CCC(=O)O)C(=O)O. Cell line: CCRF-CEM. Synergy scores: CSS=47.5, Synergy_ZIP=6.39, Synergy_Bliss=6.19, Synergy_Loewe=-16.6, Synergy_HSA=1.32. Drug 1: CCC1(CC2CC(C3=C(CCN(C2)C1)C4=CC=CC=C4N3)(C5=C(C=C6C(=C5)C78CCN9C7C(C=CC9)(C(C(C8N6C)(C(=O)OC)O)OC(=O)C)CC)OC)C(=O)OC)O.OS(=O)(=O)O. (2) Drug 1: CC(CN1CC(=O)NC(=O)C1)N2CC(=O)NC(=O)C2. Drug 2: C1=NNC2=C1C(=O)NC=N2. Cell line: MDA-MB-435. Synergy scores: CSS=3.02, Synergy_ZIP=-2.30, Synergy_Bliss=-3.29, Synergy_Loewe=-5.55, Synergy_HSA=-5.17. (3) Drug 1: CS(=O)(=O)C1=CC(=C(C=C1)C(=O)NC2=CC(=C(C=C2)Cl)C3=CC=CC=N3)Cl. Drug 2: CNC(=O)C1=NC=CC(=C1)OC2=CC=C(C=C2)NC(=O)NC3=CC(=C(C=C3)Cl)C(F)(F)F. Cell line: 786-0. Synergy scores: CSS=25.0, Synergy_ZIP=-7.72, Synergy_Bliss=-4.35, Synergy_Loewe=-8.13, Synergy_HSA=-3.06. (4) Drug 1: CC1=C2C(C(=O)C3(C(CC4C(C3C(C(C2(C)C)(CC1OC(=O)C(C(C5=CC=CC=C5)NC(=O)OC(C)(C)C)O)O)OC(=O)C6=CC=CC=C6)(CO4)OC(=O)C)OC)C)OC. Drug 2: C(=O)(N)NO. Cell line: UACC-257. Synergy scores: CSS=21.6, Synergy_ZIP=2.28, Synergy_Bliss=0.582, Synergy_Loewe=-10.1, Synergy_HSA=1.07.